Predict the reactants needed to synthesize the given product. From a dataset of Full USPTO retrosynthesis dataset with 1.9M reactions from patents (1976-2016). Given the product [O:11]1[CH2:12][CH2:13][N:8]([C:6]2[N:7]=[C:2]([C:18]#[N:19])[CH:3]=[C:4]([C:14]([F:17])([F:16])[F:15])[CH:5]=2)[CH2:9][CH2:10]1, predict the reactants needed to synthesize it. The reactants are: Cl[C:2]1[N:7]=[C:6]([N:8]2[CH2:13][CH2:12][O:11][CH2:10][CH2:9]2)[CH:5]=[C:4]([C:14]([F:17])([F:16])[F:15])[CH:3]=1.[C:18]([Zn]C#N)#[N:19].